This data is from NCI-60 drug combinations with 297,098 pairs across 59 cell lines. The task is: Regression. Given two drug SMILES strings and cell line genomic features, predict the synergy score measuring deviation from expected non-interaction effect. (1) Cell line: SF-295. Synergy scores: CSS=-0.165, Synergy_ZIP=1.18, Synergy_Bliss=0.0325, Synergy_Loewe=-0.346, Synergy_HSA=-2.08. Drug 1: C1=NC2=C(N=C(N=C2N1C3C(C(C(O3)CO)O)O)F)N. Drug 2: C1=CC=C(C(=C1)C(C2=CC=C(C=C2)Cl)C(Cl)Cl)Cl. (2) Drug 1: C1CC(C1)(C(=O)O)C(=O)O.[NH2-].[NH2-].[Pt+2]. Drug 2: C1=NC(=NC(=O)N1C2C(C(C(O2)CO)O)O)N. Cell line: SNB-19. Synergy scores: CSS=18.6, Synergy_ZIP=0.631, Synergy_Bliss=4.47, Synergy_Loewe=-17.0, Synergy_HSA=-1.17. (3) Synergy scores: CSS=11.3, Synergy_ZIP=-5.21, Synergy_Bliss=-6.39, Synergy_Loewe=-16.9, Synergy_HSA=-9.93. Cell line: ACHN. Drug 1: CN(C)C1=NC(=NC(=N1)N(C)C)N(C)C. Drug 2: C(=O)(N)NO. (4) Drug 1: C1CCC(CC1)NC(=O)N(CCCl)N=O. Drug 2: C1=CC(=CC=C1CCCC(=O)O)N(CCCl)CCCl. Cell line: SW-620. Synergy scores: CSS=15.9, Synergy_ZIP=-15.6, Synergy_Bliss=-8.40, Synergy_Loewe=-10.1, Synergy_HSA=-5.77. (5) Drug 1: CC1=C(C=C(C=C1)NC(=O)C2=CC=C(C=C2)CN3CCN(CC3)C)NC4=NC=CC(=N4)C5=CN=CC=C5. Drug 2: C1CNP(=O)(OC1)N(CCCl)CCCl. Cell line: SK-OV-3. Synergy scores: CSS=1.48, Synergy_ZIP=-0.476, Synergy_Bliss=-2.54, Synergy_Loewe=-0.0687, Synergy_HSA=-2.24. (6) Drug 1: C1=C(C(=O)NC(=O)N1)N(CCCl)CCCl. Drug 2: C1=NC2=C(N1)C(=S)N=C(N2)N. Cell line: UO-31. Synergy scores: CSS=32.7, Synergy_ZIP=-7.10, Synergy_Bliss=-7.00, Synergy_Loewe=-3.18, Synergy_HSA=-2.01. (7) Drug 1: CCCCCOC(=O)NC1=NC(=O)N(C=C1F)C2C(C(C(O2)C)O)O. Drug 2: CC1CCC2CC(C(=CC=CC=CC(CC(C(=O)C(C(C(=CC(C(=O)CC(OC(=O)C3CCCCN3C(=O)C(=O)C1(O2)O)C(C)CC4CCC(C(C4)OC)OCCO)C)C)O)OC)C)C)C)OC. Cell line: MCF7. Synergy scores: CSS=4.48, Synergy_ZIP=0.0176, Synergy_Bliss=1.30, Synergy_Loewe=4.94, Synergy_HSA=2.05. (8) Drug 1: C1CN1C2=NC(=NC(=N2)N3CC3)N4CC4. Drug 2: C1=CC(=C2C(=C1NCCNCCO)C(=O)C3=C(C=CC(=C3C2=O)O)O)NCCNCCO. Cell line: CAKI-1. Synergy scores: CSS=50.4, Synergy_ZIP=-7.62, Synergy_Bliss=-6.26, Synergy_Loewe=1.25, Synergy_HSA=2.97.